From a dataset of Forward reaction prediction with 1.9M reactions from USPTO patents (1976-2016). Predict the product of the given reaction. (1) Given the reactants [CH3:1][C:2]1[CH:3]=[C:4]([N:12]2[CH2:16][CH2:15][C:14]3([CH2:21][CH2:20][NH:19][CH2:18][CH2:17]3)[CH2:13]2)[CH:5]=[N:6][C:7]=1[S:8]([CH3:11])(=[O:10])=[O:9].[CH3:22][C:23]1[C:31]([C@@H:32]2[CH2:34][O:33]2)=[CH:30][CH:29]=[C:28]2[C:24]=1[CH2:25][O:26][C:27]2=[O:35], predict the reaction product. The product is: [OH:33][C@H:32]([C:31]1[C:23]([CH3:22])=[C:24]2[C:28](=[CH:29][CH:30]=1)[C:27](=[O:35])[O:26][CH2:25]2)[CH2:34][N:19]1[CH2:20][CH2:21][C:14]2([CH2:13][N:12]([C:4]3[CH:5]=[N:6][C:7]([S:8]([CH3:11])(=[O:10])=[O:9])=[C:2]([CH3:1])[CH:3]=3)[CH2:16][CH2:15]2)[CH2:17][CH2:18]1. (2) Given the reactants F[C:2]1[CH:7]=[C:6]([F:8])[CH:5]=[CH:4][C:3]=1[N+:9]([O-:11])=[O:10].[F-].[K+].C(=O)([O-])[O-].[K+].[K+].[CH3:20][NH2:21].O, predict the reaction product. The product is: [F:8][C:6]1[CH:5]=[CH:4][C:3]([N+:9]([O-:11])=[O:10])=[C:2]([CH:7]=1)[NH:21][CH3:20]. (3) The product is: [CH2:14]([N:10]1[C:9]([CH3:11])=[CH:8][CH:7]=[C:3]([C:4]([OH:6])=[O:5])[C:2]1=[O:1])[C:15]1[CH:20]=[CH:19][CH:18]=[CH:17][CH:16]=1. Given the reactants [OH:1][C:2]1[N:10]=[C:9]([CH3:11])[CH:8]=[CH:7][C:3]=1[C:4]([OH:6])=[O:5].[OH-].[K+].[CH2:14](Br)[C:15]1[CH:20]=[CH:19][CH:18]=[CH:17][CH:16]=1, predict the reaction product. (4) Given the reactants O.Cl[C:3](Cl)(Cl)[CH2:4][CH:5](Cl)OCC.Cl.[F:13][C:14]([F:25])([F:24])[C:15]1[CH:23]=[CH:22][C:18]([C:19]([NH2:21])=[NH:20])=[CH:17][CH:16]=1.[F:26][C:27]([F:36])([F:35])[C:28]1[CH:29]=[C:30]([OH:34])[CH:31]=[CH:32][CH:33]=1.C(=O)([O-])[O-].[K+].[K+].ClC(Cl)=CC=O, predict the reaction product. The product is: [F:26][C:27]([F:35])([F:36])[C:28]1[CH:29]=[C:30]([CH:31]=[CH:32][CH:33]=1)[O:34][C:3]1[CH:4]=[CH:5][N:21]=[C:19]([C:18]2[CH:22]=[CH:23][C:15]([C:14]([F:24])([F:25])[F:13])=[CH:16][CH:17]=2)[N:20]=1.